Dataset: Reaction yield outcomes from USPTO patents with 853,638 reactions. Task: Predict the reaction yield, written as a fraction of the theoretical maximum amount of product (1.0 means a 100% yield; for example, 0.34 means a 34% yield). (1) The reactants are [NH2:1][C:2]([NH:4][C:5]1[NH:6][C:7]2[C:12]([C:13]=1[C:14]([NH2:16])=[O:15])=[CH:11][C:10](Br)=[C:9]([O:18][CH3:19])[CH:8]=2)=[O:3].[CH:20](B1OC(C)(C)C(C)(C)O1)=[CH2:21].C(=O)([O-])O.[Na+].C(OCC)(=O)C. The catalyst is O1CCOCC1.O.[Cl-].[Na+].O.C1C=CC([P]([Pd]([P](C2C=CC=CC=2)(C2C=CC=CC=2)C2C=CC=CC=2)([P](C2C=CC=CC=2)(C2C=CC=CC=2)C2C=CC=CC=2)[P](C2C=CC=CC=2)(C2C=CC=CC=2)C2C=CC=CC=2)(C2C=CC=CC=2)C2C=CC=CC=2)=CC=1. The product is [NH2:1][C:2]([NH:4][C:5]1[NH:6][C:7]2[C:12]([C:13]=1[C:14]([NH2:16])=[O:15])=[CH:11][C:10]([CH:20]=[CH2:21])=[C:9]([O:18][CH3:19])[CH:8]=2)=[O:3]. The yield is 0.0600. (2) The reactants are [CH3:1][NH:2][C:3]([C:5]1[CH:10]=[C:9]([O:11][C:12]2[CH:17]=[CH:16][C:15]([NH:18][C:19]([NH:21][C:22]3[CH:35]=[CH:34][C:25]4[O:26][C:27]([F:33])([F:32])[O:28][C:29]([F:31])([F:30])[C:24]=4[CH:23]=3)=[O:20])=[C:14](SC)[CH:13]=2)[CH:8]=[CH:7][N:6]=1)=[O:4].[CH:38]1C=C(Cl)C=C(C(OO)=O)C=1.[S:49]([O-:53])([O-])(=[O:51])=S.[Na+].[Na+]. The catalyst is C(Cl)Cl.C1COCC1. The product is [CH3:1][NH:2][C:3]([C:5]1[CH:10]=[C:9]([O:11][C:12]2[CH:13]=[CH:14][C:15]([NH:18][C:19]([NH:21][C:22]3[CH:35]=[CH:34][C:25]4[O:26][C:27]([F:32])([F:33])[O:28][C:29]([F:30])([F:31])[C:24]=4[CH:23]=3)=[O:20])=[C:16]([S:49]([CH3:38])(=[O:53])=[O:51])[CH:17]=2)[CH:8]=[CH:7][N:6]=1)=[O:4]. The yield is 0.461. (3) The reactants are [CH:1]1[C:6]2[C:7](=O)[NH:8][C:9]3[CH:15]=[CH:14][CH:13]=[CH:12][C:10]=3[S:11][C:5]=2[CH:4]=[CH:3][CH:2]=1.O=P(Cl)(Cl)[Cl:19]. No catalyst specified. The product is [Cl:19][C:7]1[C:6]2[CH:1]=[CH:2][CH:3]=[CH:4][C:5]=2[S:11][C:10]2[CH:12]=[CH:13][CH:14]=[CH:15][C:9]=2[N:8]=1. The yield is 0.650.